Dataset: NCI-60 drug combinations with 297,098 pairs across 59 cell lines. Task: Regression. Given two drug SMILES strings and cell line genomic features, predict the synergy score measuring deviation from expected non-interaction effect. (1) Synergy scores: CSS=3.65, Synergy_ZIP=-0.708, Synergy_Bliss=1.70, Synergy_Loewe=-5.62, Synergy_HSA=-1.42. Cell line: SK-MEL-28. Drug 2: COC1=C2C(=CC3=C1OC=C3)C=CC(=O)O2. Drug 1: CCC(=C(C1=CC=CC=C1)C2=CC=C(C=C2)OCCN(C)C)C3=CC=CC=C3.C(C(=O)O)C(CC(=O)O)(C(=O)O)O. (2) Drug 1: CC12CCC(CC1=CCC3C2CCC4(C3CC=C4C5=CN=CC=C5)C)O. Drug 2: C1CC(C1)(C(=O)O)C(=O)O.[NH2-].[NH2-].[Pt+2]. Cell line: SN12C. Synergy scores: CSS=22.9, Synergy_ZIP=-6.21, Synergy_Bliss=0.601, Synergy_Loewe=1.48, Synergy_HSA=1.33. (3) Drug 1: CN(C)N=NC1=C(NC=N1)C(=O)N. Drug 2: CN(CC1=CN=C2C(=N1)C(=NC(=N2)N)N)C3=CC=C(C=C3)C(=O)NC(CCC(=O)O)C(=O)O. Cell line: OVCAR-4. Synergy scores: CSS=19.2, Synergy_ZIP=-6.98, Synergy_Bliss=-9.12, Synergy_Loewe=-21.6, Synergy_HSA=-6.90. (4) Drug 1: CCC1=CC2CC(C3=C(CN(C2)C1)C4=CC=CC=C4N3)(C5=C(C=C6C(=C5)C78CCN9C7C(C=CC9)(C(C(C8N6C)(C(=O)OC)O)OC(=O)C)CC)OC)C(=O)OC.C(C(C(=O)O)O)(C(=O)O)O. Drug 2: CN(CCCl)CCCl.Cl. Cell line: SF-295. Synergy scores: CSS=35.5, Synergy_ZIP=-7.81, Synergy_Bliss=-4.31, Synergy_Loewe=-8.26, Synergy_HSA=-2.55. (5) Drug 1: C1CN1C2=NC(=NC(=N2)N3CC3)N4CC4. Drug 2: CC1=CC2C(CCC3(C2CCC3(C(=O)C)OC(=O)C)C)C4(C1=CC(=O)CC4)C. Cell line: NCI-H226. Synergy scores: CSS=7.01, Synergy_ZIP=-4.22, Synergy_Bliss=-3.06, Synergy_Loewe=-2.86, Synergy_HSA=-1.10.